Predict which catalyst facilitates the given reaction. From a dataset of Catalyst prediction with 721,799 reactions and 888 catalyst types from USPTO. (1) The catalyst class is: 27. Reactant: [C:1]1(=[O:7])[NH:5][C:4](=[O:6])[CH:3]=[CH:2]1.[O:8]1[CH:12]=[CH:11][CH:10]=[CH:9]1. Product: [O:8]1[CH:12]2[CH:11]=[CH:10][CH:9]1[CH:3]1[C:4](=[O:6])[NH:5][C:1](=[O:7])[CH:2]12. (2) Reactant: F[C:2]1[CH:11]=[CH:10][CH:9]=[C:8]2[C:3]=1[CH:4]=[N:5][C:6]([CH3:12])=[N:7]2.[NH:13]1[CH2:19][CH2:18][CH2:17][NH:16][CH2:15][CH2:14]1.C(N(CC)CC)C. Product: [N:13]1([C:2]2[CH:11]=[CH:10][CH:9]=[C:8]3[C:3]=2[CH:4]=[N:5][C:6]([CH3:12])=[N:7]3)[CH2:19][CH2:18][CH2:17][NH:16][CH2:15][CH2:14]1. The catalyst class is: 3.